Dataset: hERG potassium channel inhibition data for cardiac toxicity prediction from Karim et al.. Task: Regression/Classification. Given a drug SMILES string, predict its toxicity properties. Task type varies by dataset: regression for continuous values (e.g., LD50, hERG inhibition percentage) or binary classification for toxic/non-toxic outcomes (e.g., AMES mutagenicity, cardiotoxicity, hepatotoxicity). Dataset: herg_karim. (1) The compound is CN1CCN(Cc2ccc3c(c2)Cc2c(-c4csc(C#CCOc5ccccc5)c4)n[nH]c2-3)CC1=O. The result is 0 (non-blocker). (2) The compound is CNC(=O)CN1CCC(Oc2cc3c(Nc4cccc(Cl)c4F)ncnc3cc2OC)CC1. The result is 0 (non-blocker). (3) The molecule is CCCCS(=O)(=O)N1Cc2ccc(C=CC(=O)NO)cc2C1. The result is 0 (non-blocker). (4) The drug is COc1cc(N2C(=O)N(c3ccc(-c4ccccc4)cc3)C(=O)C23CCN(Cc2ncccc2C)CC3C(=O)O)ncn1. The result is 0 (non-blocker). (5) The drug is CN(C)c1nc(-c2ccccc2Cl)c2c(n1)N(c1c(Cl)cccc1Cl)C(=O)NC2. The result is 1 (blocker). (6) The molecule is O=C(Cc1ccc(-n2cnnn2)cc1)N1CCN(CCc2ccc3c(c2)COC3)CC1. The result is 1 (blocker). (7) The drug is Oc1ccc(-c2cc3sc(N4CCC(N5CCCCC5)CC4)nc3cn2)cn1. The result is 0 (non-blocker). (8) The molecule is Cc1ncoc1-c1nnc(SCCCN2CCc3cc4nc(C(F)(F)C(F)(F)F)oc4cc3CC2)n1C. The result is 1 (blocker). (9) The drug is N[C@H](C(=O)N1CCCC1)C1CCC(NS(=O)(=O)c2ccc(F)cc2F)CC1. The result is 0 (non-blocker). (10) The drug is CN(C(=O)Cc1ccc(S(C)(=O)=O)cc1)C1CCN(Cc2ccc(C(F)(F)F)cc2)CC1. The result is 1 (blocker).